This data is from Peptide-MHC class II binding affinity with 134,281 pairs from IEDB. The task is: Regression. Given a peptide amino acid sequence and an MHC pseudo amino acid sequence, predict their binding affinity value. This is MHC class II binding data. (1) The MHC is DRB1_0301 with pseudo-sequence DRB1_0301. The binding affinity (normalized) is 0. The peptide sequence is WLDAKSTWYGKPTAA. (2) The peptide sequence is TMLLGMLMICSAA. The MHC is HLA-DQA10104-DQB10503 with pseudo-sequence HLA-DQA10104-DQB10503. The binding affinity (normalized) is 0.190.